Dataset: Forward reaction prediction with 1.9M reactions from USPTO patents (1976-2016). Task: Predict the product of the given reaction. (1) Given the reactants [CH3:1][O:2][C:3]1[CH:4]=[C:5]([NH:11][CH2:12][CH2:13][C:14]2[CH:19]=[CH:18][C:17]([C:20]([F:23])([F:22])[F:21])=[CH:16][CH:15]=2)[CH:6]=[CH:7][C:8]=1[O:9][CH3:10].[CH2:24]([O:26][C:27](=[O:39])[C:28]([C:36](Cl)=[O:37])([C:30]1[CH:35]=[CH:34][CH:33]=[CH:32][CH:31]=1)[CH3:29])[CH3:25].C(N(CC)CC)C, predict the reaction product. The product is: [CH2:24]([O:26][C:27](=[O:39])[C:28]([CH3:29])([C:30]1[CH:35]=[CH:34][CH:33]=[CH:32][CH:31]=1)[C:36]([N:11]([C:5]1[CH:6]=[CH:7][C:8]([O:9][CH3:10])=[C:3]([O:2][CH3:1])[CH:4]=1)[CH2:12][CH2:13][C:14]1[CH:19]=[CH:18][C:17]([C:20]([F:22])([F:21])[F:23])=[CH:16][CH:15]=1)=[O:37])[CH3:25]. (2) Given the reactants C([N:8]1[CH2:17][CH2:16][C:15]2[N:14]=[C:13]([Cl:18])[CH:12]=[CH:11][C:10]=2[CH2:9]1)C1C=CC=CC=1.ClC(OC(Cl)C)=O, predict the reaction product. The product is: [ClH:18].[Cl:18][C:13]1[CH:12]=[CH:11][C:10]2[CH2:9][NH:8][CH2:17][CH2:16][C:15]=2[N:14]=1. (3) Given the reactants [CH2:1]([O:4][CH2:5][CH2:6][O:7][CH2:8][C:9](OC)=[O:10])[CH:2]=[CH2:3].[H-].[H-].[H-].[H-].[Li+].[Al+3], predict the reaction product. The product is: [CH2:1]([O:4][CH2:5][CH2:6][O:7][CH2:8][CH2:9][OH:10])[CH:2]=[CH2:3].